From a dataset of Full USPTO retrosynthesis dataset with 1.9M reactions from patents (1976-2016). Predict the reactants needed to synthesize the given product. (1) The reactants are: CCCC[N+](CCCC)(CCCC)CCCC.[F-].C[Si]([C:23]#[C:24][C:25]1[CH:30]=[CH:29][CH:28]=[CH:27][C:26]=1[CH2:31][C:32]([O:34][CH3:35])=[O:33])(C)C. Given the product [C:24]([C:25]1[CH:30]=[CH:29][CH:28]=[CH:27][C:26]=1[CH2:31][C:32]([O:34][CH3:35])=[O:33])#[CH:23], predict the reactants needed to synthesize it. (2) Given the product [Cl:1][C:2]1[CH:3]=[C:4]([CH:24]=[CH:25][CH:26]=1)[C:5]([N:7]=[C:8]1[N:12]([CH:13]([CH2:18][OH:19])[C:14]([OH:16])=[O:15])[C:11]2[CH:20]=[CH:21][CH:22]=[CH:23][C:10]=2[S:9]1)=[O:6], predict the reactants needed to synthesize it. The reactants are: [Cl:1][C:2]1[CH:3]=[C:4]([CH:24]=[CH:25][CH:26]=1)[C:5]([N:7]=[C:8]1[N:12]([CH:13]([CH2:18][OH:19])[C:14]([O:16]C)=[O:15])[C:11]2[CH:20]=[CH:21][CH:22]=[CH:23][C:10]=2[S:9]1)=[O:6].[OH-].[Na+]. (3) Given the product [Cl:34][C:31]1[S:30][C:29]([C:23]2([N:26]([CH3:28])[CH3:27])[CH2:22][CH2:21][C:17]3([CH2:16][NH:15][C:19](=[O:20])[CH2:18]3)[CH2:25][CH2:24]2)=[CH:33][CH:32]=1, predict the reactants needed to synthesize it. The reactants are: FC(F)(F)C(O)=O.C(OC([N:15]1[C:19](=[O:20])[CH2:18][C:17]2([CH2:25][CH2:24][C:23]([C:29]3[S:30][C:31]([Cl:34])=[CH:32][CH:33]=3)([N:26]([CH3:28])[CH3:27])[CH2:22][CH2:21]2)[CH2:16]1)=O)(C)(C)C. (4) Given the product [OH:8][C:9]1[CH:10]=[C:11]2[C:15](=[CH:16][C:17]=1[C:18]1[CH:19]=[CH:20][C:21]([NH:24][C:25](=[O:31])[O:26][C:27]([CH3:28])([CH3:29])[CH3:30])=[N:22][CH:23]=1)[N:14]([CH:32]1[CH2:37][CH2:36][CH2:35][CH2:34][O:33]1)[N:13]=[CH:12]2, predict the reactants needed to synthesize it. The reactants are: C([O:8][C:9]1[CH:10]=[C:11]2[C:15](=[CH:16][C:17]=1[C:18]1[CH:19]=[CH:20][C:21]([NH:24][C:25](=[O:31])[O:26][C:27]([CH3:30])([CH3:29])[CH3:28])=[N:22][CH:23]=1)[N:14]([CH:32]1[CH2:37][CH2:36][CH2:35][CH2:34][O:33]1)[N:13]=[CH:12]2)C1C=CC=CC=1. (5) Given the product [CH2:1]([O:4][C:5]1([CH3:38])[CH2:10][CH2:9][N:8]([C:11]2[N:16]3[N:17]=[C:18]([C:20]4[CH:21]=[C:22]([C:44]5[CH:45]=[CH:46][CH:47]=[CH:48][C:43]=5[CH2:39][CH2:40][CH:41]=[CH2:42])[CH:23]=[CH:24][CH:25]=4)[CH:19]=[C:15]3[N:14]=[C:13]([CH3:27])[C:12]=2[C@H:28]([O:33][C:34]([CH3:37])([CH3:36])[CH3:35])[C:29]([O:31][CH3:32])=[O:30])[CH2:7][CH2:6]1)[CH:2]=[CH2:3], predict the reactants needed to synthesize it. The reactants are: [CH2:1]([O:4][C:5]1([CH3:38])[CH2:10][CH2:9][N:8]([C:11]2[N:16]3[N:17]=[C:18]([C:20]4[CH:25]=[CH:24][CH:23]=[C:22](Br)[CH:21]=4)[CH:19]=[C:15]3[N:14]=[C:13]([CH3:27])[C:12]=2[C@H:28]([O:33][C:34]([CH3:37])([CH3:36])[CH3:35])[C:29]([O:31][CH3:32])=[O:30])[CH2:7][CH2:6]1)[CH:2]=[CH2:3].[CH2:39]([C:43]1[CH:48]=[CH:47][CH:46]=[CH:45][C:44]=1B1OC(=O)CN(C)CC(=O)O1)[CH2:40][CH:41]=[CH2:42].C(=O)([O-])[O-].[Na+].[Na+]. (6) Given the product [CH3:13][C:19]([NH:18][C@H:86]1[C@@H:85]([O:84][P:81]([O:80][P:77]([O:76][CH2:75][C@H:73]2[O:74][C@@H:70]([N:64]3[C:65](=[O:66])[NH:67][C:68](=[O:69])[CH:62]=[CH:63]3)[C@H:71]([OH:97])[C@@H:72]2[OH:96])([OH:79])=[O:78])([OH:83])=[O:82])[O:90][C@H:89]([CH2:91][OH:92])[C@@H:88]([OH:93])[C@@H:87]1[OH:94])=[O:20].[CH:13]1[C:19](=[O:20])[NH:18][C:16](=[O:17])[N:15]([C@@H:21]2[O:25][C@H:24]([CH2:26][O:27][P:28]([O:31][P:32]([OH:34])([OH:35])=[O:33])([OH:30])=[O:29])[C@@H:23]([OH:36])[C@H:22]2[OH:37])[CH:14]=1.[OH:1][CH:2]1[O:9][C@H:8]([CH2:10][OH:11])[C@@H:6]([OH:7])[C@H:4]([OH:5])[C@@H:3]1[NH2:12].[CH3:13][C:19]([NH:18][C@@H:86]1[C@@H:85]([O:84][P:81]([O:80][P:77]([O:76][CH2:75][C@H:73]2[O:74][C@@H:70]([N:64]3[C:65](=[O:66])[NH:67][C:68](=[O:69])[CH:62]=[CH:63]3)[C@H:71]([OH:97])[C@@H:72]2[OH:96])([OH:79])=[O:78])([OH:83])=[O:82])[O:90][C@H:89]([CH2:91][OH:92])[C@@H:88]([OH:93])[C@@H:87]1[OH:94])=[O:20], predict the reactants needed to synthesize it. The reactants are: [OH:1][CH:2]1[O:9][C@H:8]([CH2:10][OH:11])[C@@H:6]([OH:7])[C@H:4]([OH:5])[C@H:3]1[NH2:12].[CH:13]1[C:19](=[O:20])[NH:18][C:16](=[O:17])[N:15]([C@@H:21]2[O:25][C@H:24]([CH2:26][O:27][P:28]([O:31][P:32]([OH:35])([OH:34])=[O:33])([OH:30])=[O:29])[C@@H:23]([OH:36])[C@H:22]2[OH:37])[CH:14]=1.OC1O[C@H](CO)[C@@H](O)[C@H](O)[C@@H]1O.OC1O[C@H](CO)[C@@H](O)[C@H](O)[C@@H]1O.[CH:62]1[C:68](=[O:69])[NH:67][C:65](=[O:66])[N:64]([C@@H:70]2[O:74][C@H:73]([CH2:75][O:76][P:77]([O:80][P:81]([O:84][C@H:85]3[O:90][C@H:89]([CH2:91][OH:92])[C@H:88]([OH:93])[C@H:87]([OH:94])[C@H:86]3O)([OH:83])=[O:82])([OH:79])=[O:78])[C@@H:72]([OH:96])[C@H:71]2[OH:97])[CH:63]=1. (7) The reactants are: I[C:2]1[N:6]2[CH:7]=[CH:8][CH:9]=[CH:10][C:5]2=[N:4][C:3]=1[C:11]([O:13][CH2:14][CH3:15])=[O:12].[F:16][C:17]1[N:22]=[CH:21][C:20](B(O)O)=[CH:19][CH:18]=1.C([O-])([O-])=O.[Na+].[Na+]. Given the product [F:16][C:17]1[N:22]=[CH:21][C:20]([C:2]2[N:6]3[CH:7]=[CH:8][CH:9]=[CH:10][C:5]3=[N:4][C:3]=2[C:11]([O:13][CH2:14][CH3:15])=[O:12])=[CH:19][CH:18]=1, predict the reactants needed to synthesize it. (8) Given the product [F:49][C:50]1[CH:51]=[CH:52][C:53]([N:56]2[C:60]3[CH:61]=[CH:62][C:63]([C:65]([N:1]4[CH2:2][CH:3]([CH:5]5[CH2:6][CH2:7][N:8]([C:11]([C:13]6[S:14][CH:15]=[CH:16][N:17]=6)=[O:12])[CH2:9][CH2:10]5)[CH2:4]4)=[O:66])=[CH:64][C:59]=3[N:58]=[CH:57]2)=[CH:54][CH:55]=1, predict the reactants needed to synthesize it. The reactants are: [NH:1]1[CH2:4][CH:3]([CH:5]2[CH2:10][CH2:9][N:8]([C:11]([C:13]3[S:14][CH:15]=[CH:16][N:17]=3)=[O:12])[CH2:7][CH2:6]2)[CH2:2]1.CN(C(ON1N=NC2C=CC=NC1=2)=[N+](C)C)C.F[P-](F)(F)(F)(F)F.CCN(CC)CC.[F:49][C:50]1[CH:55]=[CH:54][C:53]([N:56]2[C:60]3[CH:61]=[CH:62][C:63]([C:65](O)=[O:66])=[CH:64][C:59]=3[N:58]=[CH:57]2)=[CH:52][CH:51]=1. (9) Given the product [CH:1]([N:4]1[CH2:9][CH2:8][CH:7]([NH:10][C:11]([C:13]2[N:17]([CH2:18][C:19](=[O:28])[NH:20][C:21]3[CH:26]=[CH:25][C:24]([Cl:27])=[CH:23][N:22]=3)[C:16]3[CH:29]=[CH:30][CH:31]=[C:32]([CH2:33][O:34][CH2:36][CH2:37][O:38][CH3:39])[C:15]=3[N:14]=2)=[O:12])[CH2:6][CH2:5]1)([CH3:3])[CH3:2], predict the reactants needed to synthesize it. The reactants are: [CH:1]([N:4]1[CH2:9][CH2:8][CH:7]([NH:10][C:11]([C:13]2[N:17]([CH2:18][C:19](=[O:28])[NH:20][C:21]3[CH:26]=[CH:25][C:24]([Cl:27])=[CH:23][N:22]=3)[C:16]3[CH:29]=[CH:30][CH:31]=[C:32]([CH2:33][OH:34])[C:15]=3[N:14]=2)=[O:12])[CH2:6][CH2:5]1)([CH3:3])[CH3:2].Br[CH2:36][CH2:37][O:38][CH3:39].